Dataset: Forward reaction prediction with 1.9M reactions from USPTO patents (1976-2016). Task: Predict the product of the given reaction. Given the reactants [C@H]12C[C@H](N([CH2:7][C@@H:8]3[CH2:11][C@H:10]([N:12]4[C:16]5[N:17]=[CH:18][N:19]=[C:20]([NH2:21])[C:15]=5[C:14]([I:22])=[CH:13]4)[CH2:9]3)C1)CS2.[CH:24]12[CH2:30][CH:27]([NH:28][CH2:29]1)[CH2:26][S:25]2(=[O:32])=[O:31], predict the reaction product. The product is: [O:31]=[S:25]1(=[O:32])[CH2:26][C@@H:27]2[CH2:30][C@H:24]1[CH2:29][N:28]2[CH2:7][C@@H:8]1[CH2:11][C@H:10]([N:12]2[C:16]3[N:17]=[CH:18][N:19]=[C:20]([NH2:21])[C:15]=3[C:14]([I:22])=[CH:13]2)[CH2:9]1.